This data is from Full USPTO retrosynthesis dataset with 1.9M reactions from patents (1976-2016). The task is: Predict the reactants needed to synthesize the given product. Given the product [NH2:14][C@@H:12]([C:8]1[C:7](=[O:21])[NH:6][C:5]2[C:10]([N:9]=1)=[CH:11][C:2]([Cl:1])=[CH:3][CH:4]=2)[CH3:13], predict the reactants needed to synthesize it. The reactants are: [Cl:1][C:2]1[CH:11]=[C:10]2[C:5]([N:6]=[C:7]([O:21]C)[C:8]([C@H:12]([NH:14][S@@](C(C)(C)C)=O)[CH3:13])=[N:9]2)=[CH:4][CH:3]=1.I[Si](C)(C)C.